From a dataset of Forward reaction prediction with 1.9M reactions from USPTO patents (1976-2016). Predict the product of the given reaction. (1) Given the reactants [CH3:1][C:2]1[CH:7]=[CH:6][C:5]([C:8]2[C:17]3[C:12](=[CH:13][CH:14]=[CH:15][CH:16]=3)[C:11](=[O:18])[NH:10][N:9]=2)=[CH:4][CH:3]=1.C1(P([NH:33]O)(C2C=CC=CC=2)=O)C=CC=CC=1, predict the reaction product. The product is: [NH2:33][N:10]1[N:9]=[C:8]([C:5]2[CH:4]=[CH:3][C:2]([CH3:1])=[CH:7][CH:6]=2)[C:17]2[C:12](=[CH:13][CH:14]=[CH:15][CH:16]=2)[C:11]1=[O:18]. (2) Given the reactants C(OC(=O)[NH:7][CH2:8][CH2:9][CH2:10][N:11]([CH2:16][C:17]1[CH:22]=[CH:21][CH:20]=[C:19]([C:23]2[CH:28]=[CH:27][N:26]=[C:25](Cl)[N:24]=2)[CH:18]=1)[S:12]([CH3:15])(=[O:14])=[O:13])(C)(C)C.[NH2:31][CH2:32][CH2:33][C:34]1[CH:35]=[CH:36][C:37]([O:41][CH3:42])=[C:38]([OH:40])[CH:39]=1, predict the reaction product. The product is: [NH2:7][CH2:8][CH2:9][CH2:10][N:11]([CH2:16][C:17]1[CH:22]=[CH:21][CH:20]=[C:19]([C:23]2[CH:28]=[CH:27][N:26]=[C:25]([NH:31][CH2:32][CH2:33][C:34]3[CH:35]=[CH:36][C:37]([O:41][CH3:42])=[C:38]([OH:40])[CH:39]=3)[N:24]=2)[CH:18]=1)[S:12]([CH3:15])(=[O:13])=[O:14].